Dataset: NCI-60 drug combinations with 297,098 pairs across 59 cell lines. Task: Regression. Given two drug SMILES strings and cell line genomic features, predict the synergy score measuring deviation from expected non-interaction effect. (1) Drug 1: C(=O)(N)NO. Drug 2: C1CC(=O)NC(=O)C1N2C(=O)C3=CC=CC=C3C2=O. Cell line: 786-0. Synergy scores: CSS=-1.59, Synergy_ZIP=0.946, Synergy_Bliss=-0.480, Synergy_Loewe=0.0758, Synergy_HSA=-1.73. (2) Drug 1: CCC1(CC2CC(C3=C(CCN(C2)C1)C4=CC=CC=C4N3)(C5=C(C=C6C(=C5)C78CCN9C7C(C=CC9)(C(C(C8N6C=O)(C(=O)OC)O)OC(=O)C)CC)OC)C(=O)OC)O.OS(=O)(=O)O. Drug 2: C1=NNC2=C1C(=O)NC=N2. Cell line: EKVX. Synergy scores: CSS=-6.45, Synergy_ZIP=2.09, Synergy_Bliss=-0.507, Synergy_Loewe=-5.81, Synergy_HSA=-4.89. (3) Drug 1: C1=CC(=C2C(=C1NCCNCCO)C(=O)C3=C(C=CC(=C3C2=O)O)O)NCCNCCO. Drug 2: C1CCC(C(C1)N)N.C(=O)(C(=O)[O-])[O-].[Pt+4]. Cell line: TK-10. Synergy scores: CSS=34.3, Synergy_ZIP=-1.63, Synergy_Bliss=-1.93, Synergy_Loewe=-6.08, Synergy_HSA=0.597. (4) Drug 1: C1CCN(CC1)CCOC2=CC=C(C=C2)C(=O)C3=C(SC4=C3C=CC(=C4)O)C5=CC=C(C=C5)O. Synergy scores: CSS=-25.3, Synergy_ZIP=24.5, Synergy_Bliss=6.26, Synergy_Loewe=-18.7, Synergy_HSA=-19.4. Cell line: HL-60(TB). Drug 2: CC1=C(C=C(C=C1)NC(=O)C2=CC=C(C=C2)CN3CCN(CC3)C)NC4=NC=CC(=N4)C5=CN=CC=C5. (5) Drug 1: C1C(C(OC1N2C=NC3=C2NC=NCC3O)CO)O. Drug 2: CC12CCC3C(C1CCC2OP(=O)(O)O)CCC4=C3C=CC(=C4)OC(=O)N(CCCl)CCCl.[Na+]. Cell line: OVCAR3. Synergy scores: CSS=-15.1, Synergy_ZIP=13.4, Synergy_Bliss=19.9, Synergy_Loewe=-15.8, Synergy_HSA=-13.4. (6) Drug 1: C1=NC2=C(N=C(N=C2N1C3C(C(C(O3)CO)O)F)Cl)N. Synergy scores: CSS=-2.00, Synergy_ZIP=-0.0307, Synergy_Bliss=-1.85, Synergy_Loewe=-2.72, Synergy_HSA=-2.72. Drug 2: CS(=O)(=O)CCNCC1=CC=C(O1)C2=CC3=C(C=C2)N=CN=C3NC4=CC(=C(C=C4)OCC5=CC(=CC=C5)F)Cl. Cell line: NCI-H226. (7) Drug 1: C1CN(P(=O)(OC1)NCCCl)CCCl. Drug 2: C(CN)CNCCSP(=O)(O)O. Cell line: TK-10. Synergy scores: CSS=0.457, Synergy_ZIP=1.83, Synergy_Bliss=5.52, Synergy_Loewe=1.10, Synergy_HSA=1.54.